From a dataset of Catalyst prediction with 721,799 reactions and 888 catalyst types from USPTO. Predict which catalyst facilitates the given reaction. Reactant: [NH:1]1[C:5]2[CH:6]=[CH:7][CH:8]=[CH:9][C:4]=2[N:3]=[C:2]1[C:10]1[CH:17]=[CH:16][C:13]([C:14]#[N:15])=[CH:12][CH:11]=1.Cl.[NH2:19][OH:20].[OH-].[Na+].Cl. Product: [NH:1]1[C:5]2[CH:6]=[CH:7][CH:8]=[CH:9][C:4]=2[N:3]=[C:2]1[C:10]1[CH:17]=[CH:16][C:13](/[C:14](=[N:19]/[OH:20])/[NH2:15])=[CH:12][CH:11]=1. The catalyst class is: 40.